This data is from Full USPTO retrosynthesis dataset with 1.9M reactions from patents (1976-2016). The task is: Predict the reactants needed to synthesize the given product. (1) Given the product [Cl:9][C:8]1[N:1]=[C:2]([Cl:3])[N:4]=[C:5]([NH:16][C:15]2[CH:17]=[CH:18][CH:19]=[C:13]([N+:10]([O-:12])=[O:11])[CH:14]=2)[N:7]=1, predict the reactants needed to synthesize it. The reactants are: [N:1]1[C:8]([Cl:9])=[N:7][C:5](Cl)=[N:4][C:2]=1[Cl:3].[N+:10]([C:13]1[CH:14]=[C:15]([CH:17]=[CH:18][CH:19]=1)[NH2:16])([O-:12])=[O:11].[OH-].[Na+]. (2) Given the product [F:50][C:51]([F:64])([F:63])[S:52]([NH:11][CH2:14][CH2:15][CH2:16][N:17]1[C:21]([CH3:22])=[CH:20][C:19]2[CH:23]=[C:24]([C:26](=[O:27])[C:28]3[CH:33]=[CH:32][C:31]([O:34][CH3:35])=[CH:30][CH:29]=3)[S:25][C:18]1=2)(=[O:54])=[O:53], predict the reactants needed to synthesize it. The reactants are: C(OP(OCC)OCC)C.[N:11]([CH2:14][CH2:15][CH2:16][N:17]1[C:21]([CH3:22])=[CH:20][C:19]2[CH:23]=[C:24]([C:26]([C:28]3[CH:33]=[CH:32][C:31]([O:34][CH3:35])=[CH:30][CH:29]=3)=[O:27])[S:25][C:18]1=2)=[N+]=[N-].Cl.O1CCOCC1.C(N(CC)CC)C.[F:50][C:51]([F:64])([F:63])[S:52](O[S:52]([C:51]([F:64])([F:63])[F:50])(=[O:54])=[O:53])(=[O:54])=[O:53]. (3) Given the product [Cl:21][C:18]1[CH:19]=[CH:20][C:15]([CH2:14][O:1][C:2]2[CH:3]=[C:4]([CH2:8][CH2:9][C:10]([OH:12])=[O:11])[CH:5]=[CH:6][CH:7]=2)=[CH:16][C:17]=1[O:22][C:23]([F:24])([F:26])[F:25], predict the reactants needed to synthesize it. The reactants are: [OH:1][C:2]1[CH:3]=[C:4]([CH2:8][CH2:9][C:10]([OH:12])=[O:11])[CH:5]=[CH:6][CH:7]=1.Br[CH2:14][C:15]1[CH:20]=[CH:19][C:18]([Cl:21])=[C:17]([O:22][C:23]([F:26])([F:25])[F:24])[CH:16]=1. (4) Given the product [C:2]1([C:1]2[N:8]=[C:36]([C:32]3[S:31][CH:35]=[CH:34][CH:33]=3)[O:10][N:9]=2)[CH:7]=[CH:6][CH:5]=[CH:4][CH:3]=1, predict the reactants needed to synthesize it. The reactants are: [C:1](=[N:9][OH:10])([NH2:8])[C:2]1[CH:7]=[CH:6][CH:5]=[CH:4][CH:3]=1.[OH-].C([N+](CCCC)(CCCC)CCCC)CCC.[OH-].[Na+].[S:31]1[CH:35]=[CH:34][CH:33]=[C:32]1[C:36](Cl)=O. (5) Given the product [Cl:24][C:25]1[CH:33]=[CH:32][C:28]([C:29]([NH:2][CH2:3][C:4](=[O:5])[NH:6][CH:7]([C:18]2[CH:23]=[CH:22][CH:21]=[CH:20][CH:19]=2)[C:8]2[CH:13]=[CH:12][C:11]([C:14]([F:15])([F:16])[F:17])=[CH:10][CH:9]=2)=[O:30])=[CH:27][CH:26]=1, predict the reactants needed to synthesize it. The reactants are: Cl.[NH2:2][CH2:3][C:4]([NH:6][CH:7]([C:18]1[CH:23]=[CH:22][CH:21]=[CH:20][CH:19]=1)[C:8]1[CH:13]=[CH:12][C:11]([C:14]([F:17])([F:16])[F:15])=[CH:10][CH:9]=1)=[O:5].[Cl:24][C:25]1[CH:33]=[CH:32][C:28]([C:29](O)=[O:30])=[CH:27][CH:26]=1. (6) Given the product [CH:2]12[C:14](=[O:21])[CH:11]([CH2:12][CH2:13]1)[CH2:10][C:9]1[CH:8]=[CH:7][CH:6]=[CH:5][C:4]=1[CH2:3]2, predict the reactants needed to synthesize it. The reactants are: [Br-].[CH:2]12[C:14](=[N+]3CCCC3)[CH:11]([CH2:12][CH2:13]1)[CH2:10][C:9]1[CH:8]=[CH:7][CH:6]=[CH:5][C:4]=1[CH2:3]2.Cl.[OH2:21].